The task is: Regression. Given a peptide amino acid sequence and an MHC pseudo amino acid sequence, predict their binding affinity value. This is MHC class I binding data.. This data is from Peptide-MHC class I binding affinity with 185,985 pairs from IEDB/IMGT. (1) The peptide sequence is LPRRSGAAGA. The MHC is HLA-B53:01 with pseudo-sequence HLA-B53:01. The binding affinity (normalized) is 0.149. (2) The peptide sequence is FIISTLNKIL. The binding affinity (normalized) is 0.134. The MHC is HLA-A68:02 with pseudo-sequence HLA-A68:02. (3) The binding affinity (normalized) is 0.0847. The peptide sequence is TVAHQVCPY. The MHC is HLA-B44:02 with pseudo-sequence HLA-B44:02. (4) The peptide sequence is LLLFADINGK. The MHC is HLA-A33:01 with pseudo-sequence HLA-A33:01. The binding affinity (normalized) is 0.0987. (5) The peptide sequence is YHLGGIEGL. The MHC is HLA-B18:01 with pseudo-sequence HLA-B18:01. The binding affinity (normalized) is 0.0847. (6) The binding affinity (normalized) is 0.456. The MHC is HLA-A02:06 with pseudo-sequence HLA-A02:06. The peptide sequence is VTYNIKPVIV. (7) The peptide sequence is YMMDDLEL. The MHC is HLA-A24:02 with pseudo-sequence HLA-A24:02. The binding affinity (normalized) is 0.356.